Dataset: Full USPTO retrosynthesis dataset with 1.9M reactions from patents (1976-2016). Task: Predict the reactants needed to synthesize the given product. The reactants are: O.[NH2:2][NH2:3].N[O:5][C:6](=O)[CH2:7][N:8]1[CH2:12][CH:11]([CH2:13][CH2:14][CH3:15])[CH2:10][C:9]1=[O:16]. Given the product [O:16]=[C:9]1[CH2:10][CH:11]([CH2:13][CH2:14][CH3:15])[CH2:12][N:8]1[CH2:7][C:6]([NH:2][NH2:3])=[O:5], predict the reactants needed to synthesize it.